Dataset: Forward reaction prediction with 1.9M reactions from USPTO patents (1976-2016). Task: Predict the product of the given reaction. (1) Given the reactants [C:1](=[O:10])([O:6][CH:7]([CH3:9])[CH3:8])[O:2][CH:3](Cl)[CH3:4].[I-:11].[Na+].C1OCCOCCOCCOCCOCCOC1.C(OCC)(=O)C, predict the reaction product. The product is: [C:1](=[O:10])([O:6][CH:7]([CH3:9])[CH3:8])[O:2][CH:3]([I:11])[CH3:4]. (2) Given the reactants [CH:1]1([NH:4][S:5]([C:8]2[CH:9]=[C:10]([CH:20]=[CH:21][CH:22]=2)[C:11]([O:13][CH2:14][CH2:15][Si:16]([CH3:19])([CH3:18])[CH3:17])=[O:12])(=[O:7])=[O:6])[CH2:3][CH2:2]1.Br[CH2:24][CH2:25][CH2:26][C:27]([O:29][CH2:30][CH3:31])=[O:28].C(=O)([O-])[O-].[K+].[K+].CN(C=O)C, predict the reaction product. The product is: [CH:1]1([N:4]([CH2:24][CH2:25][CH2:26][C:27]([O:29][CH2:30][CH3:31])=[O:28])[S:5]([C:8]2[CH:9]=[C:10]([CH:20]=[CH:21][CH:22]=2)[C:11]([O:13][CH2:14][CH2:15][Si:16]([CH3:17])([CH3:18])[CH3:19])=[O:12])(=[O:7])=[O:6])[CH2:3][CH2:2]1. (3) Given the reactants [F:1][CH:2]([F:33])[C:3]([N:5]1[C@H:9]([CH2:10][F:11])[C@@H:8]([C:12]2[CH:17]=[CH:16][C:15]([C:18]3[CH:19]=[CH:20][C:21]([CH:24](OS(C)(=O)=O)[CH3:25])=[N:22][CH:23]=3)=[CH:14][CH:13]=2)[O:7][C:6]1([CH3:32])[CH3:31])=[O:4].C(N(C(C)C)CC)(C)C.[NH:43]1[CH2:48][CH2:47][O:46][CH2:45][CH2:44]1, predict the reaction product. The product is: [F:33][CH:2]([F:1])[C:3]([N:5]1[C@H:9]([CH2:10][F:11])[C@@H:8]([C:12]2[CH:13]=[CH:14][C:15]([C:18]3[CH:23]=[N:22][C:21]([CH:24]([N:43]4[CH2:48][CH2:47][O:46][CH2:45][CH2:44]4)[CH3:25])=[CH:20][CH:19]=3)=[CH:16][CH:17]=2)[O:7][C:6]1([CH3:32])[CH3:31])=[O:4]. (4) The product is: [CH:30]1[C:31]2[NH:32][C:33]3[C:38](=[CH:37][CH:36]=[CH:35][CH:34]=3)[C:39]=2[C:27]([O:26][CH2:25][C@@H:24]([OH:40])[CH2:23][NH:22][CH:18]2[CH2:19][CH2:20][N:15]([S:12]([C:9]3[CH:8]=[CH:7][C:6]([C:2]([CH3:1])([CH3:5])[CH2:3][CH3:4])=[CH:11][CH:10]=3)(=[O:14])=[O:13])[CH2:16][CH2:17]2)=[CH:28][CH:29]=1. Given the reactants [CH3:1][C:2]([C:6]1[CH:11]=[CH:10][C:9]([S:12]([N:15]2[CH2:20][CH2:19][C:18](=O)[CH2:17][CH2:16]2)(=[O:14])=[O:13])=[CH:8][CH:7]=1)([CH3:5])[CH2:3][CH3:4].[NH2:22][CH2:23][CH:24]([OH:40])[CH2:25][O:26][C:27]1[C:39]2[C:38]3[C:33](=[CH:34][CH:35]=[CH:36][CH:37]=3)[NH:32][C:31]=2[CH:30]=[CH:29][CH:28]=1, predict the reaction product. (5) Given the reactants [CH3:1][CH2:2][N:3]([CH2:6][CH2:7][O:8][C:9]([C:11]1[CH:12]=[CH:13][C:14]([NH2:17])=[CH:15][CH:16]=1)=[O:10])[CH2:4][CH3:5].Cl.O=[CH:20][C@@H:21]([C@H:23]([C@@H:25]([CH2:27][OH:28])[OH:26])[OH:24])[OH:22], predict the reaction product. The product is: [CH:27]1([NH:17][C:14]2[CH:15]=[CH:16][C:11]([C:9]([O:8][CH2:7][CH2:6][N:3]([CH2:2][CH3:1])[CH2:4][CH3:5])=[O:10])=[CH:12][CH:13]=2)[O:28][CH2:20][C@@H:21]([OH:22])[C@@H:23]([OH:24])[C@H:25]1[OH:26]. (6) Given the reactants [C:1]([O:5][C:6]([N:8]1[C@H:12]([CH:13]=[O:14])[CH2:11][O:10][C:9]1([CH3:16])[CH3:15])=[O:7])([CH3:4])([CH3:3])[CH3:2].[F:17][C:18]([Si](C)(C)C)([F:20])[F:19].[F-].C([N+](CCCC)(CCCC)CCCC)CCC, predict the reaction product. The product is: [CH3:15][C:9]1([CH3:16])[N:8]([C:6]([O:5][C:1]([CH3:4])([CH3:3])[CH3:2])=[O:7])[C@H:12]([CH:13]([OH:14])[C:18]([F:20])([F:19])[F:17])[CH2:11][O:10]1. (7) Given the reactants [Cl:1][C:2]1[CH:3]=[C:4]([C:12]2[CH:16]=[C:15]([C:17]([NH:19][C:20]3[CH:25]=[CH:24][C:23]([CH:26]=[O:27])=[CH:22][CH:21]=3)=[O:18])[N:14](CC3C=CC(OC)=CC=3)[N:13]=2)[CH:5]=[CH:6][C:7]=1[O:8][CH:9]([CH3:11])[CH3:10].C(O)(C(F)(F)F)=O, predict the reaction product. The product is: [Cl:1][C:2]1[CH:3]=[C:4]([C:12]2[CH:16]=[C:15]([C:17]([NH:19][C:20]3[CH:21]=[CH:22][C:23]([CH:26]=[O:27])=[CH:24][CH:25]=3)=[O:18])[NH:14][N:13]=2)[CH:5]=[CH:6][C:7]=1[O:8][CH:9]([CH3:11])[CH3:10].